From a dataset of Forward reaction prediction with 1.9M reactions from USPTO patents (1976-2016). Predict the product of the given reaction. (1) Given the reactants [Cl:1][C:2]1[N:3]=[CH:4][C:5]([C:8]([OH:10])=O)=[N:6][CH:7]=1.CN(C=O)C.S(Cl)(Cl)=O.Cl.[NH:21]1[CH2:24][CH2:23][CH2:22]1.C(N(CC)CC)C.Cl, predict the reaction product. The product is: [N:21]1([C:8]([C:5]2[CH:4]=[N:3][C:2]([Cl:1])=[CH:7][N:6]=2)=[O:10])[CH2:24][CH2:23][CH2:22]1. (2) The product is: [OH:1][C:2]1[C:11]([OH:12])=[C:10]2[C:5]([C:6]([C:14]([OH:16])=[O:15])=[CH:7][C:8](=[O:13])[O:9]2)=[CH:4][CH:3]=1. Given the reactants [OH:1][C:2]1[C:11]([OH:12])=[C:10]2[C:5]([C:6]([C:14]([O:16]C)=[O:15])=[CH:7][C:8](=[O:13])[O:9]2)=[CH:4][CH:3]=1.Cl, predict the reaction product. (3) Given the reactants Cl.[F:2][CH:3]1[CH2:8][CH2:7][NH:6][CH2:5][CH2:4]1.Br[CH2:10][CH2:11][CH2:12][CH2:13][N:14]1C(=O)C2C(=CC=CC=2)C1=O.C(N(CC)CC)C, predict the reaction product. The product is: [F:2][CH:3]1[CH2:8][CH2:7][N:6]([CH2:10][CH2:11][CH2:12][CH2:13][NH2:14])[CH2:5][CH2:4]1. (4) Given the reactants C([C:5]1[CH:6]=[CH:7][C:8]2[C:9]3[C:10](=[N:26][N:27]([CH2:30][CH3:31])[C:28]=3[CH3:29])[C:11]([N:19](C([O-])=O)C([O-])=O)=[N:12][C:13]=2[C:14]=1C(C)(C)C)(C)(C)C.C([C:40]1[CH:41]=[CH:42]C2[C:40]3[C:41](=NN(CCC)[C:59]=3[CH3:60])[C:42](N(C([O-])=O)C([O-])=O)=NC=2[C:59]=1[C:60](C)(C)C)(C)(C)C.C1(=[O:68])CCC1, predict the reaction product. The product is: [NH2:19][C:11]1[C:10]2=[N:26][N:27]([CH2:30][CH3:31])[C:28]([CH2:29][C:59]3([OH:68])[CH2:40][CH2:41][CH2:42][CH2:60]3)=[C:9]2[C:8]2[CH:7]=[CH:6][CH:5]=[CH:14][C:13]=2[N:12]=1. (5) Given the reactants [N:1]1[CH:6]=[CH:5][CH:4]=[C:3]([C:7]2[CH:11]=[C:10]([C:12]([F:15])([F:14])[F:13])[N:9]([C:16]3[N:21]=[N:20][C:19]([NH2:22])=[CH:18][CH:17]=3)[N:8]=2)[CH:2]=1.C(N(CC)C(C)C)(C)C.[C:32]([O:36][C:37]([N:39]1[CH2:44][CH2:43][CH2:42][CH:41]([C:45](Cl)=[O:46])[CH2:40]1)=[O:38])([CH3:35])([CH3:34])[CH3:33].C(=O)(O)[O-].[Na+], predict the reaction product. The product is: [N:1]1[CH:6]=[CH:5][CH:4]=[C:3]([C:7]2[CH:11]=[C:10]([C:12]([F:15])([F:13])[F:14])[N:9]([C:16]3[N:21]=[N:20][C:19]([NH2:22])=[CH:18][CH:17]=3)[N:8]=2)[CH:2]=1.[C:32]([O:36][C:37]([N:39]1[CH2:44][CH2:43][CH2:42][CH:41]([C:45](=[O:46])[NH:22][C:19]2[N:20]=[N:21][C:16]([N:9]3[C:10]([C:12]([F:15])([F:13])[F:14])=[CH:11][C:7]([C:3]4[CH:2]=[N:1][CH:6]=[CH:5][CH:4]=4)=[N:8]3)=[CH:17][CH:18]=2)[CH2:40]1)=[O:38])([CH3:35])([CH3:34])[CH3:33]. (6) Given the reactants [CH2:1]([S:3][C:4]1[CH:9]=[CH:8][CH:7]=[CH:6][C:5]=1B1OC(C)(C)C(C)(C)O1)[CH3:2].I[C:20]1[CH:21]=[C:22]2[N:28]=[C:27]([C:29]([F:32])([F:31])[F:30])[N:26]([CH3:33])[C:23]2=[N:24][CH:25]=1.P([O-])([O-])([O-])=O.[K+].[K+].[K+], predict the reaction product. The product is: [CH2:1]([S:3][C:4]1[CH:9]=[CH:8][CH:7]=[CH:6][C:5]=1[C:20]1[CH:21]=[C:22]2[N:28]=[C:27]([C:29]([F:32])([F:31])[F:30])[N:26]([CH3:33])[C:23]2=[N:24][CH:25]=1)[CH3:2]. (7) The product is: [CH2:1]([O:3][C:4](=[O:30])[CH:5]([NH2:19])[CH2:6][CH2:7][C:8](=[O:18])[NH:9][CH:10]([C:13]([O:15][CH2:16][CH3:17])=[O:14])[CH2:11][OH:12])[CH3:2]. Given the reactants [CH2:1]([O:3][C:4](=[O:30])[CH:5]([NH:19]C(OCC1C=CC=CC=1)=O)[CH2:6][CH2:7][C:8](=[O:18])[NH:9][CH:10]([C:13]([O:15][CH2:16][CH3:17])=[O:14])[CH2:11][OH:12])[CH3:2], predict the reaction product. (8) Given the reactants [C:1]([C:5]1[N:10]=[C:9]([N:11]2[CH2:16][CH2:15][N:14]([CH2:17][CH2:18][CH2:19][CH2:20][NH2:21])[CH2:13][CH2:12]2)[CH:8]=[C:7]([C:22]([F:25])([F:24])[F:23])[N:6]=1)([CH3:4])([CH3:3])[CH3:2].C1N=CN([C:31]([N:33]2[CH:37]=N[CH:35]=[CH:34]2)=[O:32])C=1.[F:38][C:39]([F:54])([F:53])[C:40]1[CH:48]=[CH:47][C:46]2[NH:45][C:44]3CCNC[C:43]=3[C:42]=2[CH:41]=1, predict the reaction product. The product is: [C:1]([C:5]1[N:10]=[C:9]([N:11]2[CH2:16][CH2:15][N:14]([CH2:17][CH2:18][CH2:19][CH2:20][NH:21][C:31]([N:33]3[CH2:34][CH2:35][C:44]4[NH:45][C:46]5[CH:47]=[CH:48][C:40]([C:39]([F:53])([F:54])[F:38])=[CH:41][C:42]=5[C:43]=4[CH2:37]3)=[O:32])[CH2:13][CH2:12]2)[CH:8]=[C:7]([C:22]([F:24])([F:25])[F:23])[N:6]=1)([CH3:4])([CH3:2])[CH3:3].